The task is: Predict the reactants needed to synthesize the given product.. This data is from Full USPTO retrosynthesis dataset with 1.9M reactions from patents (1976-2016). (1) Given the product [CH3:2][O:4][CH2:25][C:22]1[O:21][C:20]([CH:17]2[CH2:18][CH2:19][N:14]([C:12]([O:11][C:7]([CH3:10])([CH3:9])[CH3:8])=[O:13])[CH2:15][CH2:16]2)=[N:24][N:23]=1, predict the reactants needed to synthesize it. The reactants are: C[C:2](C)([O-:4])C.[K+].[C:7]([O:11][C:12]([N:14]1[CH2:19][CH2:18][CH:17]([C:20]2[O:21][C:22]([CH2:25]Cl)=[N:23][N:24]=2)[CH2:16][CH2:15]1)=[O:13])([CH3:10])([CH3:9])[CH3:8]. (2) Given the product [NH2:7][C:8]1[CH:9]=[C:10]([O:12][CH3:13])[CH:11]=[C:3]([O:2][CH3:1])[C:4]=1[C:5]([OH:15])=[O:21], predict the reactants needed to synthesize it. The reactants are: [CH3:1][O:2][C:3]1[CH:11]=[C:10]([O:12][CH3:13])[CH:9]=[C:8]2[C:4]=1[C:5](=[O:15])C(=O)[NH:7]2.OO.Cl.C(O)(=[O:21])C. (3) Given the product [Cl:1][C:2]1[CH:3]=[C:4]([C:8]2[CH:30]=[C:11]3[N:12]=[C:13]([CH3:29])[C:14]([C@H:23]([OH:28])[C:24]([O:26][CH3:27])=[O:25])=[C:15]([C:16]4[CH:17]=[CH:18][C:19]([CH3:22])=[CH:20][CH:21]=4)[N:10]3[N:9]=2)[CH:5]=[CH:6][CH:7]=1, predict the reactants needed to synthesize it. The reactants are: [Cl:1][C:2]1[CH:3]=[C:4]([C:8]2[CH:30]=[C:11]3[N:12]=[C:13]([CH3:29])[C:14]([C:23](=[O:28])[C:24]([O:26][CH3:27])=[O:25])=[C:15]([C:16]4[CH:21]=[CH:20][C:19]([CH3:22])=[CH:18][CH:17]=4)[N:10]3[N:9]=2)[CH:5]=[CH:6][CH:7]=1.CB1N2CCC[C@@H]2C(C2C=CC=CC=2)(C2C=CC=CC=2)O1.C1(C)C=CC=CC=1.C1COCC1. (4) Given the product [Cl:19][C:16]1[CH:17]=[CH:18][C:13]([NH:12][C:4]2[N:3]=[C:2]([NH:21][NH2:22])[N:10]=[C:9]3[C:5]=2[N:6]=[CH:7][N:8]3[CH3:11])=[CH:14][CH:15]=1, predict the reactants needed to synthesize it. The reactants are: Cl[C:2]1[N:10]=[C:9]2[C:5]([N:6]=[CH:7][N:8]2[CH3:11])=[C:4]([NH:12][C:13]2[CH:18]=[CH:17][C:16]([Cl:19])=[CH:15][CH:14]=2)[N:3]=1.O.[NH2:21][NH2:22].O. (5) Given the product [OH:1][C:2]1[CH:10]=[CH:9][CH:8]=[C:7]2[C:3]=1[CH2:4][CH2:5][C@@H:6]2[N:11]1[C:15]2[N:16]=[C:17]([NH:36][C:35]3[CH:37]=[CH:38][CH:39]=[C:33]([CH2:32][N:27]4[CH2:28][CH2:29][CH2:30][CH2:31]4)[CH:34]=3)[N:18]=[CH:19][C:14]=2[C:13]([CH3:25])([CH3:24])[C:12]1=[O:26], predict the reactants needed to synthesize it. The reactants are: [OH:1][C:2]1[CH:10]=[CH:9][CH:8]=[C:7]2[C:3]=1[CH2:4][CH2:5][C@@H:6]2[N:11]1[C:15]2[N:16]=[C:17](S(C)(=O)=O)[N:18]=[CH:19][C:14]=2[C:13]([CH3:25])([CH3:24])[C:12]1=[O:26].[N:27]1([CH2:32][C:33]2[CH:34]=[C:35]([CH:37]=[CH:38][CH:39]=2)[NH2:36])[CH2:31][CH2:30][CH2:29][CH2:28]1.